This data is from Full USPTO retrosynthesis dataset with 1.9M reactions from patents (1976-2016). The task is: Predict the reactants needed to synthesize the given product. (1) Given the product [Cl:20][C:8]1[C:9]2[C:14](=[CH:13][CH:12]=[C:11]([O:15][CH3:16])[CH:10]=2)[C:5]([CH2:4][CH:1]2[CH2:3][CH2:2]2)=[N:6][N:7]=1, predict the reactants needed to synthesize it. The reactants are: [CH:1]1([CH2:4][C:5]2[C:14]3[C:9](=[CH:10][C:11]([O:15][CH3:16])=[CH:12][CH:13]=3)[C:8](=O)[NH:7][N:6]=2)[CH2:3][CH2:2]1.P(Cl)(Cl)([Cl:20])=O. (2) Given the product [OH:13][C:14]1([CH2:18][O:19][C@H:20]2[CH2:21][CH2:22][C@H:23]([N:26]3[C:31](=[O:32])[C:30]([CH2:33][C:34]4[CH:35]=[CH:36][C:37]([C:40]5[CH:45]=[CH:44][CH:43]=[CH:42][C:41]=5[C:46]5[NH:3][C:4](=[O:7])[O:5][N:47]=5)=[CH:38][CH:39]=4)=[C:29]([CH2:48][CH2:49][CH3:50])[N:28]4[N:51]=[C:52]([CH3:54])[N:53]=[C:27]34)[CH2:24][CH2:25]2)[CH2:17][CH2:16][CH2:15]1, predict the reactants needed to synthesize it. The reactants are: [Cl-].O[NH3+:3].[C:4](=[O:7])([O-])[OH:5].[Na+].CS(C)=O.[OH:13][C:14]1([CH2:18][O:19][C@H:20]2[CH2:25][CH2:24][C@H:23]([N:26]3[C:31](=[O:32])[C:30]([CH2:33][C:34]4[CH:39]=[CH:38][C:37]([C:40]5[C:41]([C:46]#[N:47])=[CH:42][CH:43]=[CH:44][CH:45]=5)=[CH:36][CH:35]=4)=[C:29]([CH2:48][CH2:49][CH3:50])[N:28]4[N:51]=[C:52]([CH3:54])[N:53]=[C:27]34)[CH2:22][CH2:21]2)[CH2:17][CH2:16][CH2:15]1.